Dataset: Full USPTO retrosynthesis dataset with 1.9M reactions from patents (1976-2016). Task: Predict the reactants needed to synthesize the given product. (1) The reactants are: C[O:2][C:3]([C:5]1([C:21]([O:23][C:24]([CH3:27])([CH3:26])[CH3:25])=[O:22])[CH2:10][CH2:9][N:8]([C:11]([O:13][CH2:14][C:15]2[CH:20]=[CH:19][CH:18]=[CH:17][CH:16]=2)=[O:12])[CH2:7][CH2:6]1)=[O:4].[OH-].[Na+]. Given the product [C:24]([O:23][C:21]([C:5]1([C:3]([OH:4])=[O:2])[CH2:10][CH2:9][N:8]([C:11]([O:13][CH2:14][C:15]2[CH:16]=[CH:17][CH:18]=[CH:19][CH:20]=2)=[O:12])[CH2:7][CH2:6]1)=[O:22])([CH3:27])([CH3:25])[CH3:26], predict the reactants needed to synthesize it. (2) The reactants are: [C:1]([O:7][CH2:8][CH3:9])(=[O:6])[CH2:2][C:3]([CH3:5])=[O:4].C(O)(=O)C.[N:14]([O-:16])=[O:15].[Na+]. Given the product [OH:15][N:14]=[C:2]([C:3](=[O:4])[CH3:5])[C:1]([O:7][CH2:8][CH3:9])=[O:6].[OH:16][N:14]=[C:2]([C:3](=[O:4])[CH3:5])[C:1]([O-:7])=[O:6], predict the reactants needed to synthesize it.